Predict the reactants needed to synthesize the given product. From a dataset of Full USPTO retrosynthesis dataset with 1.9M reactions from patents (1976-2016). (1) Given the product [S:7]1[C:6]([C:8]2[N:12]3[CH2:13][CH2:14][N:15]([C:17]([O:19][C:20]([CH3:23])([CH3:22])[CH3:21])=[O:18])[CH2:16][C:11]3=[N:10][N:9]=2)=[N:5][CH:4]=[N:2]1, predict the reactants needed to synthesize it. The reactants are: C[N:2](/[CH:4]=[N:5]/[C:6]([C:8]1[N:12]2[CH2:13][CH2:14][N:15]([C:17]([O:19][C:20]([CH3:23])([CH3:22])[CH3:21])=[O:18])[CH2:16][C:11]2=[N:10][N:9]=1)=[S:7])C.N1C=CC=CC=1. (2) Given the product [Cl:1][C:2]1[CH:7]=[CH:6][CH:5]=[CH:4][C:3]=1[C:8]1[CH:13]=[CH:12][N:11]=[CH:10][C:9]=1[NH:14][CH3:15], predict the reactants needed to synthesize it. The reactants are: [Cl:1][C:2]1[CH:7]=[CH:6][CH:5]=[CH:4][C:3]=1[C:8]1[CH:13]=[CH:12][N:11]=[CH:10][C:9]=1[NH2:14].[CH:15](OC)(OC)OC. (3) The reactants are: [Cl:1][C:2]1[CH:3]=[CH:4][CH:5]=[C:6]2[C:11]=1[N:10]=[N:9][C:8]([C:12]1[CH:17]=[CH:16][CH:15]=[CH:14][CH:13]=1)=[C:7]2[C:18]1[CH:19]=[C:20]([NH2:24])[CH:21]=[CH:22][CH:23]=1.[Br:25][C:26]1[CH:27]=[CH:28][C:29]([O:34][CH3:35])=[C:30]([CH:33]=1)[CH:31]=O. Given the product [Br:25][C:26]1[CH:27]=[CH:28][C:29]([O:34][CH3:35])=[C:30]([CH:33]=1)[CH2:31][NH:24][C:20]1[CH:21]=[CH:22][CH:23]=[C:18]([C:7]2[C:6]3[C:11](=[C:2]([Cl:1])[CH:3]=[CH:4][CH:5]=3)[N:10]=[N:9][C:8]=2[C:12]2[CH:13]=[CH:14][CH:15]=[CH:16][CH:17]=2)[CH:19]=1, predict the reactants needed to synthesize it. (4) Given the product [NH2:1][C:2](=[O:29])[C@@H:3]([NH:12][C:13]([C:15]1([NH:21][C:22](=[O:28])[O:23][C:24]([CH3:27])([CH3:26])[CH3:25])[CH2:20][CH2:19][O:18][CH2:17][CH2:16]1)=[O:14])[CH2:4][C:5]1[CH:10]=[CH:9][C:8]([C:35]2[CH:36]=[CH:37][C:32]([C:31]([F:42])([F:41])[F:30])=[CH:33][CH:34]=2)=[CH:7][CH:6]=1.[NH2:1][C:2](=[O:29])[C@@H:3]([NH:12][C:13]([C:15]1([NH:21][C:22](=[O:28])[O:23][C:24]([CH3:27])([CH3:26])[CH3:25])[CH2:20][CH2:19][O:18][CH2:17][CH2:16]1)=[O:14])[CH2:4][C:5]1[CH:10]=[CH:9][C:8]([C:51]2[CH:50]=[CH:49][C:48]([S:45]([CH2:43][CH3:44])(=[O:47])=[O:46])=[CH:53][CH:52]=2)=[CH:7][CH:6]=1, predict the reactants needed to synthesize it. The reactants are: [NH2:1][C:2](=[O:29])[C@@H:3]([NH:12][C:13]([C:15]1([NH:21][C:22](=[O:28])[O:23][C:24]([CH3:27])([CH3:26])[CH3:25])[CH2:20][CH2:19][O:18][CH2:17][CH2:16]1)=[O:14])[CH2:4][C:5]1[CH:10]=[CH:9][C:8](I)=[CH:7][CH:6]=1.[F:30][C:31]([F:42])([F:41])[C:32]1[CH:37]=[CH:36][C:35](B(O)O)=[CH:34][CH:33]=1.[CH2:43]([S:45]([C:48]1[CH:53]=[CH:52][C:51](B(O)O)=[CH:50][CH:49]=1)(=[O:47])=[O:46])[CH3:44].C(=O)([O-])[O-].[K+].[K+]. (5) Given the product [NH2:18][C:7]1[C:6]([O:5][CH2:4][CH:1]2[CH2:3][CH2:2]2)=[C:15]([O:16][CH3:17])[CH:14]=[CH:13][C:8]=1[C:9]([O:11][CH3:12])=[O:10], predict the reactants needed to synthesize it. The reactants are: [CH:1]1([CH2:4][O:5][C:6]2[C:7]([N+:18]([O-])=O)=[C:8]([CH:13]=[CH:14][C:15]=2[O:16][CH3:17])[C:9]([O:11][CH3:12])=[O:10])[CH2:3][CH2:2]1.